Dataset: Reaction yield outcomes from USPTO patents with 853,638 reactions. Task: Predict the reaction yield, written as a fraction of the theoretical maximum amount of product (1.0 means a 100% yield; for example, 0.34 means a 34% yield). (1) The reactants are Br[C:2]1[C:7]([C:8]#[N:9])=[C:6]([NH2:10])[CH:5]=[C:4]([NH2:11])[N:3]=1.CC([O-])=O.[K+].[OH-].[Na+]. The catalyst is C1COCC1.CO.Cl.O.[Pd]. The product is [C:8]([C:7]1[CH:2]=[N:3][C:4]([NH2:11])=[CH:5][C:6]=1[NH2:10])#[N:9]. The yield is 0.690. (2) The catalyst is CN(C=O)C. The product is [Br:3][C:4]1[CH:5]=[C:6]2[C:10](=[CH:11][CH:12]=1)[N:9]([CH2:22][O:21][CH2:20][CH2:19][Si:16]([CH3:18])([CH3:17])[CH3:15])[N:8]=[C:7]2[CH:13]=[O:14]. The reactants are [H-].[Na+].[Br:3][C:4]1[CH:5]=[C:6]2[C:10](=[CH:11][CH:12]=1)[NH:9][N:8]=[C:7]2[CH:13]=[O:14].[CH3:15][Si:16]([CH2:19][CH2:20][O:21][CH2:22]Cl)([CH3:18])[CH3:17]. The yield is 1.00.